Regression. Given two drug SMILES strings and cell line genomic features, predict the synergy score measuring deviation from expected non-interaction effect. From a dataset of Merck oncology drug combination screen with 23,052 pairs across 39 cell lines. (1) Drug 1: O=S1(=O)NC2(CN1CC(F)(F)F)C1CCC2Cc2cc(C=CCN3CCC(C(F)(F)F)CC3)ccc2C1. Drug 2: O=C(CCCCCCC(=O)Nc1ccccc1)NO. Cell line: LOVO. Synergy scores: synergy=4.35. (2) Drug 1: O=S1(=O)NC2(CN1CC(F)(F)F)C1CCC2Cc2cc(C=CCN3CCC(C(F)(F)F)CC3)ccc2C1. Drug 2: N#Cc1ccc(Cn2cncc2CN2CCN(c3cccc(Cl)c3)C(=O)C2)cc1. Cell line: OV90. Synergy scores: synergy=12.6. (3) Drug 1: Nc1ccn(C2OC(CO)C(O)C2(F)F)c(=O)n1. Drug 2: Cc1nc(Nc2ncc(C(=O)Nc3c(C)cccc3Cl)s2)cc(N2CCN(CCO)CC2)n1. Cell line: NCIH1650. Synergy scores: synergy=18.3. (4) Drug 1: O=P1(N(CCCl)CCCl)NCCCO1. Drug 2: CCN(CC)CCNC(=O)c1c(C)[nH]c(C=C2C(=O)Nc3ccc(F)cc32)c1C. Cell line: ZR751. Synergy scores: synergy=-0.335. (5) Drug 1: CC1(c2nc3c(C(N)=O)cccc3[nH]2)CCCN1. Drug 2: COC1=C2CC(C)CC(OC)C(O)C(C)C=C(C)C(OC(N)=O)C(OC)C=CC=C(C)C(=O)NC(=CC1=O)C2=O. Cell line: A2058. Synergy scores: synergy=22.7. (6) Drug 1: O=C(O)C1(Cc2cccc(Nc3nccs3)n2)CCC(Oc2cccc(Cl)c2F)CC1. Drug 2: NC1(c2ccc(-c3nc4ccn5c(=O)[nH]nc5c4cc3-c3ccccc3)cc2)CCC1. Cell line: SW620. Synergy scores: synergy=9.82.